Dataset: Full USPTO retrosynthesis dataset with 1.9M reactions from patents (1976-2016). Task: Predict the reactants needed to synthesize the given product. (1) Given the product [CH3:20][O:21][C:22](=[O:32])[CH:23]([NH:16][CH2:15][CH2:14][C@@H:12]1[CH2:13][C@H:8]([CH2:7][C:6]([O:5][C:1]([CH3:3])([CH3:2])[CH3:4])=[O:19])[O:9][C:10]([CH3:18])([CH3:17])[O:11]1)[C:24]1[CH:29]=[CH:28][C:27]([F:30])=[CH:26][CH:25]=1, predict the reactants needed to synthesize it. The reactants are: [C:1]([O:5][C:6](=[O:19])[CH2:7][C@H:8]1[CH2:13][C@@H:12]([CH2:14][CH2:15][NH2:16])[O:11][C:10]([CH3:18])([CH3:17])[O:9]1)([CH3:4])([CH3:3])[CH3:2].[CH3:20][O:21][C:22](=[O:32])[CH:23](Br)[C:24]1[CH:29]=[CH:28][C:27]([F:30])=[CH:26][CH:25]=1.C(N(CC)CC)C. (2) The reactants are: [CH3:1][O:2][CH2:3][C:4]1[CH:9]=[C:8]([C:10]([F:13])([F:12])[F:11])[CH:7]=[C:6]([N+:14]([O-])=O)[CH:5]=1. Given the product [CH3:1][O:2][CH2:3][C:4]1[CH:5]=[C:6]([CH:7]=[C:8]([C:10]([F:11])([F:12])[F:13])[CH:9]=1)[NH2:14], predict the reactants needed to synthesize it. (3) Given the product [C:1]([O:5][C:6](=[O:28])[NH:7][C:8]1[CH:13]=[C:12]([SH:14])[C:11]([CH:17]([CH3:18])[CH3:19])=[CH:10][C:9]=1[NH:20][C:21]([O:23][C:24]([CH3:25])([CH3:27])[CH3:26])=[O:22])([CH3:2])([CH3:3])[CH3:4], predict the reactants needed to synthesize it. The reactants are: [C:1]([O:5][C:6](=[O:28])[NH:7][C:8]1[CH:13]=[C:12]([S:14]C#N)[C:11]([CH:17]([CH3:19])[CH3:18])=[CH:10][C:9]=1[NH:20][C:21]([O:23][C:24]([CH3:27])([CH3:26])[CH3:25])=[O:22])([CH3:4])([CH3:3])[CH3:2].S.[Na].[BH4-].[Na+].CO. (4) Given the product [Cl:1][C:2]1[CH:3]=[CH:4][C:5]([N:8]2[C:13]([OH:14])=[C:12]([C:15]([NH:59][CH2:39][C:40]([OH:42])=[O:41])=[O:16])[C:11](=[O:20])[N:10]([CH2:21][C:22]3[CH:27]=[CH:26][CH:25]=[CH:24][CH:23]=3)[C:9]2=[O:28])=[CH:6][CH:7]=1, predict the reactants needed to synthesize it. The reactants are: [Cl:1][C:2]1[CH:7]=[CH:6][C:5]([N:8]2[C:13]([OH:14])=[C:12]([C:15](OCC)=[O:16])[C:11](=[O:20])[N:10]([CH2:21][C:22]3[CH:27]=[CH:26][CH:25]=[CH:24][CH:23]=3)[C:9]2=[O:28])=[CH:4][CH:3]=1.C1(CNC([CH:39](C(OCC)=O)[C:40]([O:42]CC)=[O:41])=O)C=CC=CC=1.[H-].[Na+].ClC1C=CC([N:59]=C=O)=CC=1.Cl. (5) The reactants are: FC(F)(F)C(O)=O.C(OC(O[CH:16]([C:27]1[CH:32]=[C:31]([F:33])[CH:30]=[CH:29][C:28]=1[F:34])[C:17]1[N:21]([CH3:22])[C:20]2[CH:23]=[CH:24][CH:25]=[CH:26][C:19]=2[N:18]=1)=O)(C)(C)C.[Cl:35][C:36]1[CH:41]=[CH:40][C:39]([SH:42])=[CH:38][CH:37]=1.C(=O)([O-])[O-].[K+].[K+]. Given the product [Cl:35][C:36]1[CH:41]=[CH:40][C:39]([S:42][CH:16]([C:27]2[CH:32]=[C:31]([F:33])[CH:30]=[CH:29][C:28]=2[F:34])[C:17]2[N:21]([CH3:22])[C:20]3[CH:23]=[CH:24][CH:25]=[CH:26][C:19]=3[N:18]=2)=[CH:38][CH:37]=1, predict the reactants needed to synthesize it. (6) Given the product [CH2:48]([O:49][CH2:44][C@H:43]([CH3:42])[CH2:17][O:16][CH2:14][C:11]1[CH:10]=[CH:9][C:8]([C@@H:7]2[C@@H:6]([O:18][CH2:40][C:41]3[CH:42]=[CH:43][C:44]4[O:49][CH2:48][CH2:47][N:46]([CH2:51][CH2:52][CH2:53][O:54][CH3:55])[C:45]=4[CH:56]=3)[CH2:5][NH:4][CH2:3][C@H:2]2[OH:1])=[CH:13][CH:12]=1)[CH3:47], predict the reactants needed to synthesize it. The reactants are: [OH:1][C@@H:2]1[C@@H:7]([C:8]2[CH:13]=[CH:12][C:11]([C:14]([O:16][CH3:17])=O)=[CH:10][CH:9]=2)[C@H:6]([O:18][Si](C(C)C)(C(C)C)C(C)C)[CH2:5][N:4](C(OCC2C=CC=CC=2)=O)[CH2:3]1.Cl[CH2:40][C:41]1[CH:42]=[CH:43][C:44]2[O:49][CH2:48][C:47](=O)[N:46]([CH2:51][CH2:52][CH2:53][O:54][CH3:55])[C:45]=2[CH:56]=1. (7) Given the product [OH:8][C:9]1[CH:10]=[C:11]2[C:16](=[CH:17][CH:18]=1)[CH:15]=[C:14]([CH2:19][N:20]1[CH2:23][CH:22]([C:24]([O:26][CH3:27])=[O:25])[CH2:21]1)[CH:13]=[CH:12]2, predict the reactants needed to synthesize it. The reactants are: [Si]([O:8][C:9]1[CH:10]=[C:11]2[C:16](=[CH:17][CH:18]=1)[CH:15]=[C:14]([CH2:19][N:20]1[CH2:23][CH:22]([C:24]([O:26][CH3:27])=[O:25])[CH2:21]1)[CH:13]=[CH:12]2)(C(C)(C)C)(C)C.Cl.C([O-])(O)=O.[Na+].